Dataset: Full USPTO retrosynthesis dataset with 1.9M reactions from patents (1976-2016). Task: Predict the reactants needed to synthesize the given product. Given the product [ClH:16].[Cl:16][CH2:2][C:3]1[CH:8]=[CH:7][N:6]=[C:5]([C:9]([N:11]([CH3:13])[CH3:12])=[O:10])[CH:4]=1, predict the reactants needed to synthesize it. The reactants are: O[CH2:2][C:3]1[CH:8]=[CH:7][N:6]=[C:5]([C:9]([N:11]([CH3:13])[CH3:12])=[O:10])[CH:4]=1.S(Cl)([Cl:16])=O.